This data is from Forward reaction prediction with 1.9M reactions from USPTO patents (1976-2016). The task is: Predict the product of the given reaction. (1) Given the reactants [C:1]([C:5]1[O:6][C:7]([C:21]2[CH:26]=[CH:25][C:24]([N:27]3[CH2:32][CH2:31][S:30](=[N:34][CH3:35])(=[O:33])[CH2:29][CH2:28]3)=[CH:23][CH:22]=2)=[C:8]([C@@H:10]2[CH2:15][CH2:14][C@H:13]([F:16])[CH2:12][C@H:11]2[C:17]([O:19]C)=[O:18])[N:9]=1)([CH3:4])([CH3:3])[CH3:2].CO.[OH-].[Na+].Cl, predict the reaction product. The product is: [C:1]([C:5]1[O:6][C:7]([C:21]2[CH:26]=[CH:25][C:24]([N:27]3[CH2:28][CH2:29][S:30](=[N:34][CH3:35])(=[O:33])[CH2:31][CH2:32]3)=[CH:23][CH:22]=2)=[C:8]([C@@H:10]2[CH2:15][CH2:14][C@H:13]([F:16])[CH2:12][C@H:11]2[C:17]([OH:19])=[O:18])[N:9]=1)([CH3:4])([CH3:2])[CH3:3]. (2) Given the reactants [Br:1][C:2]1[CH:3]=[N:4][C:5](F)=[C:6]([CH:9]=1)[CH:7]=O.Cl.[CH3:12][NH:13][C:14]([NH2:16])=[NH:15].C(N(CC)CC)C, predict the reaction product. The product is: [Br:1][C:2]1[CH:3]=[N:4][C:5]2[N:15]=[C:14]([NH:13][CH3:12])[N:16]=[CH:7][C:6]=2[CH:9]=1.